Dataset: Full USPTO retrosynthesis dataset with 1.9M reactions from patents (1976-2016). Task: Predict the reactants needed to synthesize the given product. (1) Given the product [CH:11]12[CH2:16][CH:15]1[CH2:14][N:13]([C:2]1[CH:7]=[CH:6][C:5]([N+:8]([O-:10])=[O:9])=[CH:4][N:3]=1)[CH2:12]2, predict the reactants needed to synthesize it. The reactants are: Cl[C:2]1[CH:7]=[CH:6][C:5]([N+:8]([O-:10])=[O:9])=[CH:4][N:3]=1.[CH:11]12[CH2:16][CH:15]1[CH2:14][NH:13][CH2:12]2.C(=O)([O-])[O-].[K+].[K+].O. (2) Given the product [Br:19][C:7]1[C:6]2[N:1]=[CH:2][N:3]=[CH:4][C:5]=2[C:10](=[O:11])[NH:9][CH:8]=1, predict the reactants needed to synthesize it. The reactants are: [N:1]1[C:6]2[CH:7]=[CH:8][NH:9][C:10](=[O:11])[C:5]=2[CH:4]=[N:3][CH:2]=1.C1C(=O)N([Br:19])C(=O)C1.